This data is from Full USPTO retrosynthesis dataset with 1.9M reactions from patents (1976-2016). The task is: Predict the reactants needed to synthesize the given product. (1) Given the product [CH2:1]([O:8][C:9]1[CH:36]=[CH:35][C:12]([C:13]2[O:14][C:17]3[CH:18]=[C:19]([O:22][CH2:23][C@@H:24]([NH:26][C:27](=[O:33])[O:28][C:29]([CH3:32])([CH3:31])[CH3:30])[CH3:25])[N:20]=[CH:21][C:16]=3[N:15]=2)=[CH:11][C:10]=1[F:37])[C:2]1[CH:7]=[CH:6][CH:5]=[CH:4][CH:3]=1, predict the reactants needed to synthesize it. The reactants are: [CH2:1]([O:8][C:9]1[CH:36]=[CH:35][C:12]([C:13]([NH:15][C:16]2[C:17](Cl)=[CH:18][C:19]([O:22][CH2:23][C@@H:24]([NH:26][C:27](=[O:33])[O:28][C:29]([CH3:32])([CH3:31])[CH3:30])[CH3:25])=[N:20][CH:21]=2)=[O:14])=[CH:11][C:10]=1[F:37])[C:2]1[CH:7]=[CH:6][CH:5]=[CH:4][CH:3]=1.C(=O)([O-])[O-].[K+].[K+].C(OCC)(=O)C. (2) Given the product [C:5](/[N:6]=[C:18](\[S:19][CH3:1])/[NH:17][C:15]1[CH:14]=[C:13]([C:20]([CH3:23])([CH3:22])[CH3:21])[CH:12]=[C:11]([C:7]([CH3:10])([CH3:9])[CH3:8])[CH:16]=1)#[N:4], predict the reactants needed to synthesize it. The reactants are: [CH3:1][O-].[Na+].[N:4]#[C:5][NH2:6].[C:7]([C:11]1[CH:16]=[C:15]([N:17]=[C:18]=[S:19])[CH:14]=[C:13]([C:20]([CH3:23])([CH3:22])[CH3:21])[CH:12]=1)([CH3:10])([CH3:9])[CH3:8].IC. (3) Given the product [CH2:1]([O:8][C:9]1[CH:10]=[C:11]2[C:16](=[CH:17][CH:18]=1)[N:15]=[CH:14][C:13]([N+:20]([O-:22])=[O:21])=[C:12]2[OH:19])[C:2]1[CH:3]=[CH:4][CH:5]=[CH:6][CH:7]=1, predict the reactants needed to synthesize it. The reactants are: [CH2:1]([O:8][C:9]1[CH:10]=[C:11]2[C:16](=[CH:17][CH:18]=1)[N:15]=[CH:14][CH:13]=[C:12]2[OH:19])[C:2]1[CH:7]=[CH:6][CH:5]=[CH:4][CH:3]=1.[N+:20]([O-])([OH:22])=[O:21]. (4) Given the product [Br:1][C:2]1[CH:9]=[CH:8][C:5]([CH:6]=[O:7])=[C:4]([O:10][CH2:15][C:14]#[CH:13])[CH:3]=1, predict the reactants needed to synthesize it. The reactants are: [Br:1][C:2]1[CH:9]=[CH:8][C:5]([CH:6]=[O:7])=[C:4]([OH:10])[CH:3]=1.[OH-].[Na+].[CH2:13](Br)[C:14]#[CH:15].C1(C)C=CC=CC=1. (5) Given the product [CH3:34][C:35]1([CH3:80])[C:47](/[CH:48]=[CH:49]/[CH:50]=[CH:51]/[CH:52]=[CH:53]/[CH:54]=[C:55]2\[C:56]([CH3:73])([CH3:74])[C:57]3[C:58]4[CH:59]=[CH:60][CH:61]=[CH:62][C:63]=4[CH:64]=[CH:65][C:66]=3[N:67]\2[CH2:68][CH2:69][C:70]([OH:72])=[O:71])=[N+:46]([CH2:75][CH2:76][C:77]([OH:79])=[O:78])[C:45]2[CH:44]=[CH:43][C:42]3[CH:41]=[CH:40][CH:39]=[CH:38][C:37]=3[C:36]1=2.[Br-:81].[NH2:1][C@H:2]([C:8]([OH:10])=[O:9])[CH2:3][CH2:4][CH2:5][CH2:6][NH2:7], predict the reactants needed to synthesize it. The reactants are: [NH:1](C(OCC1C2C(=CC=CC=2)C2C1=CC=CC=2)=O)[C@H:2]([C:8]([OH:10])=[O:9])[CH2:3][CH2:4][CH2:5][CH2:6][NH2:7].N1CCCCC1.[CH3:34][C:35]1([CH3:80])[C:47](/[CH:48]=[CH:49]/[CH:50]=[CH:51]/[CH:52]=[CH:53]/[CH:54]=[C:55]2\[C:56]([CH3:74])([CH3:73])[C:57]3[C:58]4[CH:59]=[CH:60][CH:61]=[CH:62][C:63]=4[CH:64]=[CH:65][C:66]=3[N:67]\2[CH2:68][CH2:69][C:70]([OH:72])=[O:71])=[N+:46]([CH2:75][CH2:76][C:77]([OH:79])=[O:78])[C:45]2[CH:44]=[CH:43][C:42]3[CH:41]=[CH:40][CH:39]=[CH:38][C:37]=3[C:36]1=2.[Br-:81].C1C=CC2N(O)N=NC=2C=1.CC(C)N=C=NC(C)C. (6) Given the product [Cl:25][C:23]1[CH:22]=[CH:21][C:20]([CH3:26])=[C:19]([C@H:5]([O:4][CH2:3][CH2:2][NH:1][C:35]([O:37][CH3:38])=[O:36])[C@@H:6]2[CH2:11][CH2:10][CH2:9][N:8]([C:12]([O:14][C:15]([CH3:18])([CH3:17])[CH3:16])=[O:13])[CH2:7]2)[CH:24]=1, predict the reactants needed to synthesize it. The reactants are: [NH2:1][CH2:2][CH2:3][O:4][C@@H:5]([C:19]1[CH:24]=[C:23]([Cl:25])[CH:22]=[CH:21][C:20]=1[CH3:26])[C@@H:6]1[CH2:11][CH2:10][CH2:9][N:8]([C:12]([O:14][C:15]([CH3:18])([CH3:17])[CH3:16])=[O:13])[CH2:7]1.CCN(CC)CC.Cl[C:35]([O:37][CH3:38])=[O:36]. (7) Given the product [CH3:3][CH:2]([O:4][C:5]1[CH:6]=[C:7]([C@@:11]23[CH2:20][C@H:15]([CH2:16][CH:17]([OH:19])[CH2:18]2)[N:14]([CH3:21])[CH2:13][C@H:12]3[CH3:22])[CH:8]=[CH:9][CH:10]=1)[CH3:1], predict the reactants needed to synthesize it. The reactants are: [CH3:1][CH:2]([O:4][C:5]1[CH:6]=[C:7]([C@@:11]23[CH2:20][C@H:15]([CH2:16][C:17](=[O:19])[CH2:18]2)[N:14]([CH3:21])[CH2:13][C@H:12]3[CH3:22])[CH:8]=[CH:9][CH:10]=1)[CH3:3].[BH4-].[Na+]. (8) The reactants are: [CH2:1]([O:3][C:4]([C:6]1[N:14]([CH3:15])[C:13]2[C:12]([Cl:16])=[CH:11][N:10]=[CH:9][C:8]=2[C:7]=1[NH:17][C:18]1[CH:23]=[CH:22][C:21]([Si](C)(C)C)=[CH:20][C:19]=1[F:28])=[O:5])[CH3:2].[I:29]Cl. Given the product [CH2:1]([O:3][C:4]([C:6]1[N:14]([CH3:15])[C:13]2[C:12]([Cl:16])=[CH:11][N:10]=[CH:9][C:8]=2[C:7]=1[NH:17][C:18]1[CH:23]=[CH:22][C:21]([I:29])=[CH:20][C:19]=1[F:28])=[O:5])[CH3:2], predict the reactants needed to synthesize it. (9) Given the product [Cl:3][C:4]1[N:9]=[CH:8][C:7]2[O:10][CH2:18][CH2:17][N:15]3[CH:14]=[CH:13][N:12]=[C:11]3[C:6]=2[CH:5]=1, predict the reactants needed to synthesize it. The reactants are: Cl.Cl.[Cl:3][C:4]1[N:9]=[CH:8][C:7]([OH:10])=[C:6]([C:11]2[NH:12][CH:13]=[CH:14][N:15]=2)[CH:5]=1.Br[CH2:17][CH2:18]Br.C(=O)([O-])[O-].[Cs+].[Cs+].